This data is from Reaction yield outcomes from USPTO patents with 853,638 reactions. The task is: Predict the reaction yield, written as a fraction of the theoretical maximum amount of product (1.0 means a 100% yield; for example, 0.34 means a 34% yield). (1) The product is [Cl:1][C:2]1[CH:10]=[CH:9][CH:8]=[C:7]2[C:3]=1[CH2:4][NH:5][CH2:6]2. The yield is 0.530. No catalyst specified. The reactants are [Cl:1][C:2]1[CH:10]=[CH:9][CH:8]=[C:7]2[C:3]=1[C:4](=O)[NH:5][C:6]2=O.B.C1COCC1.CO.Cl. (2) The reactants are [OH:1][C:2]1([CH2:8][CH2:9][NH:10][C:11](=O)OC(C)(C)C)[CH2:7][CH2:6][NH:5][CH2:4][CH2:3]1.N1(CCNC(=O)OC(C)(C)C)CCNCC1.Br[C:35]1[C:44]2[C:39](=[CH:40][CH:41]=[C:42]([O:45][CH3:46])[CH:43]=2)[N:38]=[CH:37][C:36]=1[F:47].BrC1C(F)=CN=C2C=1N=C(OC)C=C2.[O:62]=[C:63]1[CH2:68][O:67][C:66]2[CH:69]=[CH:70][C:71](C=O)=[N:72][C:65]=2[NH:64]1.O=C1CSC2C=CC(C=O)=NC=2N1. No catalyst specified. The product is [F:47][C:36]1[CH:37]=[N:38][C:39]2[C:44]([C:35]=1[N:5]1[CH2:4][CH2:3][C:2]([CH2:8][CH2:9][NH:10][CH2:11][C:71]3[CH:70]=[CH:69][C:66]4[O:67][CH2:68][C:63](=[O:62])[NH:64][C:65]=4[N:72]=3)([OH:1])[CH2:7][CH2:6]1)=[CH:43][C:42]([O:45][CH3:46])=[CH:41][CH:40]=2. The yield is 0.260. (3) The reactants are [CH3:1][O:2][C:3]([CH:5]1[CH2:10][CH2:9][N:8]([S:11]([CH2:14][C:15]2[C:24]3[C:19](=[CH:20][CH:21]=[CH:22][CH:23]=3)[N:18]([CH2:25][CH3:26])[C:17]([CH3:28])([CH3:27])[CH:16]=2)(=[O:13])=[O:12])[CH2:7][CH2:6]1)=[O:4].C(N1C2C(=CC=[C:38]([O:41]C)C=2)C(CS(Cl)(=O)=O)=CC1(C)C)C. The catalyst is C(#N)C. The product is [CH3:1][O:2][C:3]([CH:5]1[CH2:10][CH2:9][N:8]([S:11]([CH2:14][C:15]2[C:24]3[C:19](=[CH:20][C:21]([O:41][CH3:38])=[CH:22][CH:23]=3)[N:18]([CH2:25][CH3:26])[C:17]([CH3:27])([CH3:28])[CH:16]=2)(=[O:13])=[O:12])[CH2:7][CH2:6]1)=[O:4]. The yield is 0.690.